The task is: Predict which catalyst facilitates the given reaction.. This data is from Catalyst prediction with 721,799 reactions and 888 catalyst types from USPTO. (1) Reactant: [NH2:1][C:2]1[C:3](=[S:17])[NH:4][C:5]([C:8]2([C:11]3[CH:16]=[CH:15][CH:14]=[CH:13][CH:12]=3)[CH2:10][CH2:9]2)=[CH:6][CH:7]=1.[NH:18]1[C:26]2[C:21](=[CH:22][C:23]([C:27](O)=[O:28])=[CH:24][CH:25]=2)[CH:20]=[CH:19]1.O.N1(O)C2C=CC=CC=2N=N1.Cl.C(N=C=NCCCN(C)C)C. Product: [SH:17][C:3]1[C:2]([NH:1][C:27]([C:23]2[CH:22]=[C:21]3[C:26](=[CH:25][CH:24]=2)[NH:18][CH:19]=[CH:20]3)=[O:28])=[CH:7][CH:6]=[C:5]([C:8]2([C:11]3[CH:16]=[CH:15][CH:14]=[CH:13][CH:12]=3)[CH2:10][CH2:9]2)[N:4]=1. The catalyst class is: 31. (2) The catalyst class is: 7. Reactant: [C:1]1([CH2:11][NH2:12])[C:10]2[C:5](=[CH:6][CH:7]=[CH:8][CH:9]=2)[CH:4]=[CH:3][CH:2]=1.C(N(CC)CC)C.[C:20](Cl)(=[O:23])[CH:21]=[CH2:22]. Product: [C:1]1([CH2:11][NH:12][C:20](=[O:23])[CH:21]=[CH2:22])[C:10]2[C:5](=[CH:6][CH:7]=[CH:8][CH:9]=2)[CH:4]=[CH:3][CH:2]=1. (3) Reactant: [Cl:1][C:2]1[C:3]([CH2:24][N:25]2C(=O)C3C(=CC=CC=3)C2=O)=[N:4][CH:5]=[C:6](/[CH:8]=[CH:9]/[CH:10]([C:15]2[CH:20]=[C:19]([Cl:21])[C:18]([Cl:22])=[C:17]([Cl:23])[CH:16]=2)[C:11]([F:14])([F:13])[F:12])[CH:7]=1.O.NN. Product: [Cl:1][C:2]1[C:3]([CH2:24][NH2:25])=[N:4][CH:5]=[C:6](/[CH:8]=[CH:9]/[CH:10]([C:15]2[CH:20]=[C:19]([Cl:21])[C:18]([Cl:22])=[C:17]([Cl:23])[CH:16]=2)[C:11]([F:14])([F:12])[F:13])[CH:7]=1. The catalyst class is: 14. (4) The catalyst class is: 17. Reactant: [C:1]([CH2:3][C:4]1[CH:12]=[CH:11][C:7]([C:8]([OH:10])=[O:9])=[CH:6][CH:5]=1)#[N:2].CCN(CC)CC.[SH2:20]. Product: [C:1]([CH2:3][C:4]1[CH:12]=[CH:11][C:7]([C:8]([OH:10])=[O:9])=[CH:6][CH:5]=1)(=[S:20])[NH2:2]. (5) Reactant: [Cl:1][C:2]1[C:7]([N+:8]([O-])=O)=[CH:6][CH:5]=[CH:4][N:3]=1.[CH:11]([Mg]Br)=[CH2:12].[NH4+].[Cl-].O. Product: [Cl:1][C:2]1[N:3]=[CH:4][CH:5]=[C:6]2[CH:12]=[CH:11][NH:8][C:7]=12. The catalyst class is: 1. (6) Reactant: C(OC([NH:8][CH2:9][CH:10]1[CH2:15][CH2:14][N:13]([C:16]2[N:20]([CH3:21])[N:19]=[CH:18][C:17]=2[NH:22][C:23]([C:25]2[N:26]=[C:27](Br)[S:28][C:29]=2[NH:30]C(=O)OC(C)(C)C)=[O:24])[CH2:12][CH2:11]1)=O)CCC.C([O-])([O-])=O.[Na+].[Na+].[OH:45][C:46]1[CH:51]=[CH:50][C:49](B(O)O)=[C:48]([C:55]([F:58])([F:57])[F:56])[CH:47]=1. Product: [NH2:30][C:29]1[S:28][C:27]([C:49]2[CH:50]=[CH:51][C:46]([OH:45])=[CH:47][C:48]=2[C:55]([F:56])([F:57])[F:58])=[N:26][C:25]=1[C:23]([NH:22][C:17]1[CH:18]=[N:19][N:20]([CH3:21])[C:16]=1[N:13]1[CH2:14][CH2:15][CH:10]([CH2:9][NH2:8])[CH2:11][CH2:12]1)=[O:24]. The catalyst class is: 622. (7) Reactant: [Cl-].[Cl-].[Cl-].[Al+3].C(Cl)(Cl)(Cl)Cl.[C:10](Cl)(=[O:12])[CH3:11].[CH3:14][O:15][C:16]1[CH:21]=[CH:20][C:19]([O:22][CH3:23])=[CH:18][C:17]=1[Cl:24]. Product: [CH3:11][C:10]([C:20]1[CH:21]=[C:16]([O:15][CH3:14])[C:17]([Cl:24])=[CH:18][C:19]=1[O:22][CH3:23])=[O:12]. The catalyst class is: 6. (8) Reactant: [CH2:1]([O:8][CH2:9][N:10]1[C:18]2[CH:17]=[C:16]([C:19]([OH:21])=O)[N:15]=[C:14]([NH:22][CH2:23][C:24]3[C:29]([CH3:30])=[CH:28][CH:27]=[CH:26][C:25]=3[CH2:31][CH3:32])[C:13]=2[N:12]=[C:11]1[CH3:33])[C:2]1[CH:7]=[CH:6][CH:5]=[CH:4][CH:3]=1.F[B-](F)(F)F.N1(O[C:49](N(C)C)=[N+:50](C)[CH3:51])C2C=CC=CC=2N=N1.CNC.O. Product: [CH3:49][N:50]([CH3:51])[C:19]([C:16]1[N:15]=[C:14]([NH:22][CH2:23][C:24]2[C:29]([CH3:30])=[CH:28][CH:27]=[CH:26][C:25]=2[CH2:31][CH3:32])[C:13]2[N:12]=[C:11]([CH3:33])[N:10]([CH2:9][O:8][CH2:1][C:2]3[CH:7]=[CH:6][CH:5]=[CH:4][CH:3]=3)[C:18]=2[CH:17]=1)=[O:21]. The catalyst class is: 4. (9) Reactant: [C:1]1([Mg]Br)[CH:6]=[CH:5][CH:4]=[CH:3][CH:2]=1.CN(OC)[C:11]([C@@H:13]1[CH2:17][C:16](=[O:18])[N:15]([C@@H:19]([C:21]2[CH:26]=[CH:25][CH:24]=[CH:23][CH:22]=2)[CH3:20])[CH2:14]1)=[O:12].Cl. Product: [C:1]1([C:11]([C@H:13]2[CH2:14][N:15]([C@@H:19]([C:21]3[CH:26]=[CH:25][CH:24]=[CH:23][CH:22]=3)[CH3:20])[C:16](=[O:18])[CH2:17]2)=[O:12])[CH:6]=[CH:5][CH:4]=[CH:3][CH:2]=1. The catalyst class is: 7.